This data is from Reaction yield outcomes from USPTO patents with 853,638 reactions. The task is: Predict the reaction yield, written as a fraction of the theoretical maximum amount of product (1.0 means a 100% yield; for example, 0.34 means a 34% yield). (1) The reactants are [O:1]1[C:5]2[CH:6]=[CH:7][C:8]([C:10]3([C:13]([NH:15][C:16]4[CH:17]=[C:18]5[C:22](=[CH:23][CH:24]=4)[NH:21][C:20]([C:25]([CH3:28])([CH3:27])[CH3:26])=[CH:19]5)=[O:14])[CH2:12][CH2:11]3)=[CH:9][C:4]=2[O:3][CH2:2]1.[BH3-]C#N.[Na+]. The catalyst is C(O)(=O)C. The product is [O:1]1[C:5]2[CH:6]=[CH:7][C:8]([C:10]3([C:13]([NH:15][C:16]4[CH:17]=[C:18]5[C:22](=[CH:23][CH:24]=4)[NH:21][CH:20]([C:25]([CH3:28])([CH3:27])[CH3:26])[CH2:19]5)=[O:14])[CH2:12][CH2:11]3)=[CH:9][C:4]=2[O:3][CH2:2]1. The yield is 0.890. (2) The reactants are O.[C:2]1([CH2:8][CH2:9][C:10]([CH2:17][CH2:18][C:19]2[CH:24]=[CH:23][CH:22]=[CH:21][CH:20]=2)(C(O)=O)[C:11]([OH:13])=[O:12])[CH:7]=[CH:6][CH:5]=[CH:4][CH:3]=1. The catalyst is CS(C)=O. The product is [C:2]1([CH2:8][CH2:9][CH:10]([CH2:17][CH2:18][C:19]2[CH:24]=[CH:23][CH:22]=[CH:21][CH:20]=2)[C:11]([OH:13])=[O:12])[CH:3]=[CH:4][CH:5]=[CH:6][CH:7]=1. The yield is 0.300. (3) The yield is 0.710. The reactants are [CH3:1][CH2:2][O-].[Na+].[CH:5]([O:7][CH2:8][CH3:9])=[O:6].C(OC(=O)CCl)C.[F:17][C:18]([F:29])([F:28])[C:19]1[CH:24]=[CH:23][C:22]([C:25](=[S:27])[NH2:26])=[CH:21][CH:20]=1. The catalyst is CCOCC. The product is [CH2:8]([O:7][C:5]([C:1]1[S:27][C:25]([C:22]2[CH:23]=[CH:24][C:19]([C:18]([F:28])([F:17])[F:29])=[CH:20][CH:21]=2)=[N:26][CH:2]=1)=[O:6])[CH3:9]. (4) The reactants are [O:1]1[CH:5]=[CH:4][N:3]=[C:2]1[CH:6]([NH:8][C:9]([C:11]1[C:19]2[C:14](=[N:15][CH:16]=[C:17]([C:20]3[C:28]4[C:23](=[CH:24][C:25]([F:29])=[CH:26][CH:27]=4)[N:22]([CH3:30])[N:21]=3)[N:18]=2)[N:13](COCC[Si](C)(C)C)[CH:12]=1)=[O:10])[CH3:7].FC(F)(F)C(O)=O.C(N)CN. The catalyst is ClCCl. The product is [O:1]1[CH:5]=[CH:4][N:3]=[C:2]1[CH:6]([NH:8][C:9]([C:11]1[C:19]2[C:14](=[N:15][CH:16]=[C:17]([C:20]3[C:28]4[C:23](=[CH:24][C:25]([F:29])=[CH:26][CH:27]=4)[N:22]([CH3:30])[N:21]=3)[N:18]=2)[NH:13][CH:12]=1)=[O:10])[CH3:7]. The yield is 0.650.